Dataset: Full USPTO retrosynthesis dataset with 1.9M reactions from patents (1976-2016). Task: Predict the reactants needed to synthesize the given product. (1) Given the product [NH2:31][CH2:30][C:28]1[CH:27]=[CH:26][C:25]([CH2:32][C:33]([O:35][CH3:36])=[O:34])=[C:24]([O:23][CH2:22][C:18]2[CH:17]=[C:16]([C:12]3[CH:13]=[CH:14][CH:15]=[C:10]([CH2:9][NH:8][C:6]([O:5][C:1]([CH3:4])([CH3:3])[CH3:2])=[O:7])[CH:11]=3)[CH:21]=[CH:20][CH:19]=2)[CH:29]=1, predict the reactants needed to synthesize it. The reactants are: [C:1]([O:5][C:6]([NH:8][CH2:9][C:10]1[CH:11]=[C:12]([C:16]2[CH:21]=[CH:20][CH:19]=[C:18]([CH2:22][O:23][C:24]3[CH:29]=[C:28]([C:30]#[N:31])[CH:27]=[CH:26][C:25]=3[CH2:32][C:33]([O:35][CH3:36])=[O:34])[CH:17]=2)[CH:13]=[CH:14][CH:15]=1)=[O:7])([CH3:4])([CH3:3])[CH3:2].O.[BH4-].[Na+].C([O-])(O)=O.[Na+]. (2) Given the product [NH2:73][C:71]1[S:72][C:68]([S:65]([N:38]2[CH:37]([C:35]([NH:34][C@@H:18]([CH2:19][C:20]3[CH:21]=[CH:22][C:23]([C:26]4[CH:31]=[CH:30][C:29]([C:32]#[N:33])=[CH:28][CH:27]=4)=[CH:24][CH:25]=3)[C:17]([OH:78])=[O:16])=[O:36])[CH2:46][C:45]3[CH:44]=[C:43]4[O:47][CH2:48][C@H:49]([C:51]5[CH:52]=[CH:53][C:54]([O:57][CH2:58][C:59]6[CH:60]=[CH:61][CH:62]=[CH:63][CH:64]=6)=[CH:55][CH:56]=5)[O:50][C:42]4=[CH:41][C:40]=3[CH2:39]2)(=[O:67])=[O:66])=[C:69]([CH3:77])[N:70]=1, predict the reactants needed to synthesize it. The reactants are: C(NC1SC(S(Cl)(=O)=O)=C(C)N=1)(=O)C.C[O:16][C:17](=[O:78])[C@@H:18]([NH:34][C:35]([CH:37]1[CH2:46][C:45]2[CH:44]=[C:43]3[O:47][CH2:48][C@H:49]([C:51]4[CH:56]=[CH:55][C:54]([O:57][CH2:58][C:59]5[CH:64]=[CH:63][CH:62]=[CH:61][CH:60]=5)=[CH:53][CH:52]=4)[O:50][C:42]3=[CH:41][C:40]=2[CH2:39][N:38]1[S:65]([C:68]1[S:72][C:71]([NH:73]C(=O)C)=[N:70][C:69]=1[CH3:77])(=[O:67])=[O:66])=[O:36])[CH2:19][C:20]1[CH:25]=[CH:24][C:23]([C:26]2[CH:31]=[CH:30][C:29]([C:32]#[N:33])=[CH:28][CH:27]=2)=[CH:22][CH:21]=1.